Dataset: Catalyst prediction with 721,799 reactions and 888 catalyst types from USPTO. Task: Predict which catalyst facilitates the given reaction. (1) Reactant: [CH:1]1([CH2:4][OH:5])[CH2:3][CH2:2]1.[OH-].[K+].Br[C:9]1[N:14]=[C:13]([C:15]([OH:17])=[O:16])[CH:12]=[N:11][C:10]=1[N:18]1[CH2:21][C:20]([F:23])([F:22])[CH2:19]1.Cl. Product: [CH:1]1([CH2:4][O:5][C:9]2[N:14]=[C:13]([C:15]([OH:17])=[O:16])[CH:12]=[N:11][C:10]=2[N:18]2[CH2:19][C:20]([F:23])([F:22])[CH2:21]2)[CH2:3][CH2:2]1. The catalyst class is: 58. (2) Reactant: [F:1][C:2]1[C:7]([F:8])=[C:6]([O:9][CH3:10])[CH:5]=[CH:4][C:3]=1[C:11](=O)[CH2:12][CH3:13].C[Si](C)(C)N[Si](C)(C)C.[Li].Br[CH2:26][C:27]([O:29]C(C)(C)C)=O.[Cl-].[NH4+:35].C(O)(=O)C.O.[NH2:41]N. Product: [F:1][C:2]1[C:7]([F:8])=[C:6]([O:9][CH3:10])[CH:5]=[CH:4][C:3]=1[C:11]1[CH:12]([CH3:13])[CH2:26][C:27](=[O:29])[NH:35][N:41]=1. The catalyst class is: 1. (3) Reactant: [H-].[Na+].[Br:3][C:4]1[NH:5][C:6]2[C:11]([C:12]=1[CH:13]1[CH2:18][CH2:17][CH2:16][CH2:15][CH2:14]1)=[CH:10][CH:9]=[C:8]([C:19]([O:21][CH3:22])=[O:20])[CH:7]=2.Br[CH2:24][C:25]([O:27][C:28]([CH3:31])([CH3:30])[CH3:29])=[O:26]. Product: [Br:3][C:4]1[N:5]([CH2:24][C:25]([O:27][C:28]([CH3:31])([CH3:30])[CH3:29])=[O:26])[C:6]2[C:11]([C:12]=1[CH:13]1[CH2:18][CH2:17][CH2:16][CH2:15][CH2:14]1)=[CH:10][CH:9]=[C:8]([C:19]([O:21][CH3:22])=[O:20])[CH:7]=2. The catalyst class is: 3. (4) Reactant: S(Cl)([Cl:3])=O.[Br:5][C:6]1[CH:7]=[C:8]2[C:13](=[CH:14][CH:15]=1)[CH:12]=[C:11]([S:16]([OH:19])(=O)=[O:17])[CH:10]=[CH:9]2. Product: [Br:5][C:6]1[CH:7]=[C:8]2[C:13](=[CH:14][CH:15]=1)[CH:12]=[C:11]([S:16]([Cl:3])(=[O:19])=[O:17])[CH:10]=[CH:9]2. The catalyst class is: 3. (5) Reactant: [Cl:1][C:2]1[CH:30]=[N:29][C:5]2[N:6]=[C:7]([N:13]3[CH2:21][CH:20]4[CH:15]([N:16](C(OC(C)(C)C)=O)[CH2:17][CH2:18][CH2:19]4)[CH2:14]3)[C:8]3[N:9]([CH:10]=[N:11][N:12]=3)[C:4]=2[CH:3]=1.C(O)(C(F)(F)F)=O. Product: [Cl:1][C:2]1[CH:30]=[N:29][C:5]2[N:6]=[C:7]([N:13]3[CH2:21][CH:20]4[CH:15]([NH:16][CH2:17][CH2:18][CH2:19]4)[CH2:14]3)[C:8]3[N:9]([CH:10]=[N:11][N:12]=3)[C:4]=2[CH:3]=1. The catalyst class is: 2. (6) Reactant: [CH3:1][CH2:2][CH2:3][C@H:4]([NH:10][C@H:11]([C:13]([N:15]1[C@@H:23]([C:24]([O:26]CC2C=CC=CC=2)=[O:25])[CH2:22][C@H:21]2[C@@H:16]1[CH2:17][CH2:18][CH2:19][CH2:20]2)=[O:14])[CH3:12])[C:5]([O:7][CH2:8][CH3:9])=[O:6].[CH2:34](O)C. Product: [CH3:1][CH2:2][CH2:3][C@H:4]([NH:10][C@H:11]([C:13]([N:15]1[C@H:23]([C:24]([OH:26])=[O:25])[CH2:22][C@H:21]2[C@@H:16]1[CH2:17][CH2:18][CH2:19][CH2:20]2)=[O:14])[CH3:12])[C:5]([O:7][CH2:8][CH3:9])=[O:6].[CH3:22][C:23]([NH2:15])([CH3:24])[CH3:34]. The catalyst class is: 45.